Dataset: Forward reaction prediction with 1.9M reactions from USPTO patents (1976-2016). Task: Predict the product of the given reaction. (1) Given the reactants [N:1]1([C:6]([O:8][CH2:9][C:10]2[CH:15]=[CH:14][CH:13]=[CH:12][CH:11]=2)=[O:7])[CH2:5][CH:4]=[CH:3][CH2:2]1.ClC1C=CC=C(C(OO)=[O:24])C=1.S(S([O-])=O)([O-])(=O)=O.[Na+].[Na+], predict the reaction product. The product is: [CH:3]12[O:24][CH:4]1[CH2:5][N:1]([C:6]([O:8][CH2:9][C:10]1[CH:15]=[CH:14][CH:13]=[CH:12][CH:11]=1)=[O:7])[CH2:2]2. (2) Given the reactants [I:1][C:2]1[CH:3]=[CH:4][C:5]([CH3:10])=[C:6]([CH:9]=1)[CH:7]=O.[C:11]([Si:15]([CH3:30])([CH3:29])[O:16][CH2:17][CH2:18]OC1C=CC(I)=CC=1C=O)(C)(C)C.C[Si]([NH:35][Si](C)(C)C)(C)C.C([Li])CCC.C[Si](Cl)(C)C.C(N(CC)CC)C.C(Cl)(=O)C, predict the reaction product. The product is: [I:1][C:2]1[CH:3]=[CH:4][C:5]([CH3:10])=[C:6]([CH:7]=[N:35][C:17]([O:16][Si:15]([CH3:30])([CH3:29])[CH3:11])=[CH2:18])[CH:9]=1. (3) The product is: [Na+:15].[Br:1][CH2:2][CH2:3][CH2:4][CH2:5][CH2:6][S:11]([O-:14])(=[O:13])=[O:12]. Given the reactants [Br:1][CH2:2][CH2:3][CH2:4][CH2:5][CH2:6]Br.C(O)C.[S:11]([O-:14])([O-:13])=[O:12].[Na+:15].[Na+], predict the reaction product. (4) The product is: [Cl-:19].[S:12]([CH2:21][CH2:22][NH:23][C:24](=[O:27])[CH2:25][N:4]1[C:5]2[CH:10]=[CH:9][CH:8]=[CH:7][C:6]=2[N+:2]([CH3:1])=[C:3]1[CH3:11])[S:13][CH2:14][CH2:15][NH:16][C:17](=[O:20])[CH2:18][N:4]1[C:5]2[CH:10]=[CH:9][CH:8]=[CH:7][C:6]=2[N+:2]([CH3:1])=[C:3]1[CH3:11].[Cl-:19]. Given the reactants [CH3:1][N:2]1[C:6]2[CH:7]=[CH:8][CH:9]=[CH:10][C:5]=2[N:4]=[C:3]1[CH3:11].[S:12]([CH2:21][CH2:22][NH:23][C:24](=[O:27])[CH2:25]Cl)[S:13][CH2:14][CH2:15][NH:16][C:17](=[O:20])[CH2:18][Cl:19], predict the reaction product. (5) The product is: [F:9][C:8]([F:11])([F:10])[C:5]1[N:4]=[N:3][C:2]([NH2:13])=[CH:7][CH:6]=1. Given the reactants Cl[C:2]1[N:3]=[N:4][C:5]([C:8]([F:11])([F:10])[F:9])=[CH:6][CH:7]=1.[OH-].[NH4+:13], predict the reaction product. (6) Given the reactants [C:1]([O:5][C:6]([NH:8][C@H:9]1[CH2:13][CH2:12][C@H:11]([C:14]([OH:16])=O)[CH2:10]1)=[O:7])([CH3:4])([CH3:3])[CH3:2].F[P-](F)(F)(F)(F)F.CN(C)C(O)=[N+](C)C.[C:32]1([CH2:38][C:39]([NH:41][NH2:42])=[O:40])[CH:37]=[CH:36][CH:35]=[CH:34][CH:33]=1.C(OCC)(=O)C, predict the reaction product. The product is: [C:32]1([CH2:38][C:39]([NH:41][NH:42][C:14]([C@H:11]2[CH2:12][CH2:13][C@H:9]([NH:8][C:6](=[O:7])[O:5][C:1]([CH3:2])([CH3:3])[CH3:4])[CH2:10]2)=[O:16])=[O:40])[CH:37]=[CH:36][CH:35]=[CH:34][CH:33]=1. (7) Given the reactants [CH3:1][NH:2][C:3]([C:5]1[CH:10]=[C:9]([O:11][C:12]2[CH:13]=[CH:14][C:15]3[O:19][C@@H:18]4[C@@H:20]([NH:21]C(=O)OC(C)(C)C)[C@@H:17]4[C:16]=3[CH:29]=2)[CH:8]=[CH:7][N:6]=1)=[O:4].[ClH:30].CC(=O)OCC, predict the reaction product. The product is: [ClH:30].[NH2:21][C@H:20]1[C@H:17]2[C@@H:18]1[O:19][C:15]1[CH:14]=[CH:13][C:12]([O:11][C:9]3[CH:8]=[CH:7][N:6]=[C:5]([C:3]([NH:2][CH3:1])=[O:4])[CH:10]=3)=[CH:29][C:16]=12.